Task: Binary Classification. Given a miRNA mature sequence and a target amino acid sequence, predict their likelihood of interaction.. Dataset: Experimentally validated miRNA-target interactions with 360,000+ pairs, plus equal number of negative samples (1) The protein sequence of the target gene is MGRAGTGTGGEAVAAVVAGPLLLLLLARPPPASAGYSGKSEVGLVSEHFSQAPQRLSFYSWYGSARLFRFRVPPDAVLLRWLLQVSRESGAACTDAEITVHFRSGAPPVINPLGTSFPDDTAVQPSFQVGVPLSTTPRSNASVNVSHPAPGDWFVAAHLPPSSQKIELKGLAPTCAYVFQPELLVTRVVEISIMEPDVPLPQTLLSHPSYLKVFVPDYTRELLLELRDCVSNGSLGCPVRLTVGPVTLPSNFQKVLTCTGAPWPCRLLLPSPPWDRWLQVTAESLVGPLGTVAFSAVAAL.... The miRNA is hsa-miR-4725-3p with sequence UGGGGAAGGCGUCAGUGUCGGG. Result: 0 (no interaction). (2) The miRNA is hsa-miR-199b-5p with sequence CCCAGUGUUUAGACUAUCUGUUC. The protein sequence of the target gene is MSMRSPISAQLALDGVGTMVNCTIKSEEKKEPCHEAPQGSATAAEPQPGDPARASQDSADPQAPAQGNFRGSWDCSSPEGNGSPEPKRPGVSEAASGSQEKLDFNRNLKEVVPAIEKLLSSDWKERFLGRNSMEAKDVKGTQESLAEKELQLLVMIHQLSTLRDQLLTAHSEQKNMAAMLFEKQQQQMELARQQQEQIAKQQQQLIQQQHKINLLQQQIQQVNMPYVMIPAFPPSHQPLPVTPDSQLALPIQPIPCKPVEYPLQLLHSPPAPVVKRPGAMATHHPLQEPSQPLNLTAKPK.... Result: 0 (no interaction). (3) The miRNA is hsa-miR-4781-3p with sequence AAUGUUGGAAUCCUCGCUAGAG. The protein sequence of the target gene is MATRSCREKAQKLNEQHQLILSKLLREEDNKYCADCEAKGPRWASWNIGVFICIRCAGIHRNLGVHISRVKSVNLDQWTAEQIQCMQDMGNTKARLLYEANLPENFRRPQTDQAVEFFIRDKYEKKKYYDKNAIAITNISSSDAPLQPLVSSPSLQAAVDKNKLEKEKEKKKEEKKREKEPEKPAKPLTAEKLQKKDQQLEPKKSTSPKKAAEPTVDLLGLDGPAVAPVTNGNTTVPPLNDDLDIFGPMISNPLPATVMPPAQGTPSAPAAATLSTVTSGDLDLFTEQTTKSEEVAKKQL.... Result: 0 (no interaction). (4) The miRNA is hsa-miR-1287-5p with sequence UGCUGGAUCAGUGGUUCGAGUC. The protein sequence of the target gene is MGAAGRQDFLFKAMLTISWLTLTCFPGATSTVAAGCPDQSPELQPWNPGHDQDHHVHIGQGKTLLLTSSATVYSIHISEGGKLVIKDHDEPIVLRTRHILIDNGGELHAGSALCPFQGNFTIILYGRADEGIQPDPYYGLKYIGVGKGGALELHGQKKLSWTFLNKTLHPGGMAEGGYFFERSWGHRGVIVHVIDPKSGTVIHSDRFDTYRSKKESERLVQYLNAVPDGRILSVAVNDEGSRNLDDMARKAMTKLGSKHFLHLGFRHPWSFLTVKGNPSSSVEDHIEYHGHRGSAAARVF.... Result: 0 (no interaction). (5) The miRNA is hsa-miR-124-3p with sequence UAAGGCACGCGGUGAAUGCCAA. The protein sequence of the target gene is MELQSRPEALAVELARHQNGDLKKQLHERQPRIAALSDKQALGTITAVPVTGPQVSSLQRLAGQGAAVLPQVRPKTLIPDSLPVAPGRDRPPKQPPTFQKATVVSVKNPSPALPTANNTVSHVPAPGSQPQALAEPAALASPLSSAGVAYAIISTSPSNAAAMAPSTAVSVVSDSIKVQPLLISADNKPPPRLLSSPHPATHHCPLHPSSLPLTPPSPSLSPSPLHGIFQVIIIQPQVQTQPESTAESRPPTEEPSQGAQATKKKKEDRPPTQENPEKIAFMVALGLVTTEHLEEIQSKR.... Result: 1 (interaction).